Dataset: Peptide-MHC class II binding affinity with 134,281 pairs from IEDB. Task: Regression. Given a peptide amino acid sequence and an MHC pseudo amino acid sequence, predict their binding affinity value. This is MHC class II binding data. (1) The peptide sequence is HAAIGAYLEEQEQWK. The MHC is DRB1_0901 with pseudo-sequence DRB1_0901. The binding affinity (normalized) is 0.403. (2) The peptide sequence is AYDTYKSIPSLEAAV. The MHC is HLA-DQA10401-DQB10402 with pseudo-sequence HLA-DQA10401-DQB10402. The binding affinity (normalized) is 0.651. (3) The peptide sequence is ELQLKDGRRIVVPCR. The MHC is DRB4_0103 with pseudo-sequence DRB4_0103. The binding affinity (normalized) is 0.728. (4) The peptide sequence is SQDLELSWNLNGLQAM. The MHC is DRB1_0802 with pseudo-sequence DRB1_0802. The binding affinity (normalized) is 0.356. (5) The peptide sequence is SILKWHLHKVVEVPI. The MHC is DRB1_1501 with pseudo-sequence DRB1_1501. The binding affinity (normalized) is 0.407. (6) The binding affinity (normalized) is 0.228. The peptide sequence is PRLLYAKSSPAYPSV. The MHC is HLA-DQA10301-DQB10302 with pseudo-sequence HLA-DQA10301-DQB10302. (7) The peptide sequence is MWDPDVYLAFSGHRN. The MHC is HLA-DPA10201-DPB11401 with pseudo-sequence HLA-DPA10201-DPB11401. The binding affinity (normalized) is 0. (8) The peptide sequence is GYKVQTNGPWMQVPL. The MHC is HLA-DQA10601-DQB10402 with pseudo-sequence HLA-DQA10601-DQB10402. The binding affinity (normalized) is 0.433. (9) The peptide sequence is GIKQLQARVLAVERYLK. The MHC is HLA-DQA10101-DQB10501 with pseudo-sequence HLA-DQA10101-DQB10501. The binding affinity (normalized) is 0.430.